Dataset: Full USPTO retrosynthesis dataset with 1.9M reactions from patents (1976-2016). Task: Predict the reactants needed to synthesize the given product. (1) Given the product [N:1]1([C:12](=[O:13])[C:11]2[NH:10][CH:9]=[N:8][C:7]=2[N:5]([CH3:6])[C:3]1=[O:4])[CH3:2], predict the reactants needed to synthesize it. The reactants are: [N:1]1([C:12](=[O:13])[C:11]2[NH:10][C:9](CCCC(O)=O)=[N:8][C:7]=2[N:5]([CH3:6])[C:3]1=[O:4])[CH3:2].CCN=C=NCCCN(C)C.Cl.C(O)C(N)(CO)CO. (2) Given the product [CH3:36][C:37]([CH3:41])([CH3:40])[C:38]#[C:39][C:2]1[CH:9]=[CH:8][C:5]([C:6]#[N:7])=[CH:4][CH:3]=1, predict the reactants needed to synthesize it. The reactants are: Br[C:2]1[CH:9]=[CH:8][C:5]([C:6]#[N:7])=[CH:4][CH:3]=1.C1(P(C2C=CC=CC=2)C2C=CC=CC=2)C=CC=CC=1.C(N(CC)CC)C.[CH3:36][C:37]([CH3:41])([CH3:40])[C:38]#[CH:39]. (3) Given the product [CH2:33]([O:32][C:15]1[CH:14]=[CH:13][C:12]2[N:11]=[CH:10][C:9]3[N:8]=[C:5]([CH2:4][O:3][CH2:1][CH3:2])[N:19]([CH2:20][C:21]([NH:24][C:25](=[O:31])[O:26][C:27]([CH3:30])([CH3:29])[CH3:28])([CH3:23])[CH3:22])[C:18]=3[C:17]=2[CH:16]=1)[C:34]1[CH:35]=[CH:36][CH:37]=[CH:38][CH:39]=1, predict the reactants needed to synthesize it. The reactants are: [CH2:1]([O:3][CH2:4][C:5](Cl)=O)[CH3:2].[NH2:8][C:9]1[CH:10]=[N:11][C:12]2[C:17]([C:18]=1[NH:19][CH2:20][C:21]([NH:24][C:25](=[O:31])[O:26][C:27]([CH3:30])([CH3:29])[CH3:28])([CH3:23])[CH3:22])=[CH:16][C:15]([O:32][CH2:33][C:34]1[CH:39]=[CH:38][CH:37]=[CH:36][CH:35]=1)=[CH:14][CH:13]=2.C(N(CC)CC)C. (4) Given the product [C:46]([O:45][C@@H:40]([C:15]1[C:16]([CH3:39])=[N:17][C:18]2=[CH:22][C:21]3=[N:20][N:19]2[C:14]=1[C:12]1[CH:13]=[C:5]2[C:6]([O:7][CH2:8][CH2:9][N:4]2[CH2:1][CH:38]=[CH:37][CH2:36][CH2:35][C:30]2[CH:31]=[CH:32][CH:33]=[CH:34][C:29]=2[C:25]2[CH:24]=[C:23]3[CH:28]=[CH:27][CH:26]=2)=[CH:10][C:11]=1[CH3:50])[C:41]([O:43][CH3:44])=[O:42])([CH3:49])([CH3:48])[CH3:47], predict the reactants needed to synthesize it. The reactants are: [CH2:1]([N:4]1[CH2:9][CH2:8][O:7][C:6]2[CH:10]=[C:11]([CH3:50])[C:12]([C:14]3[N:19]4[N:20]=[C:21]([C:23]5[CH:24]=[C:25]([C:29]6[CH:34]=[CH:33][CH:32]=[CH:31][C:30]=6[CH2:35][CH2:36][CH:37]=[CH2:38])[CH:26]=[CH:27][CH:28]=5)[CH:22]=[C:18]4[N:17]=[C:16]([CH3:39])[C:15]=3[C@H:40]([O:45][C:46]([CH3:49])([CH3:48])[CH3:47])[C:41]([O:43][CH3:44])=[O:42])=[CH:13][C:5]1=2)C=C.